Dataset: Forward reaction prediction with 1.9M reactions from USPTO patents (1976-2016). Task: Predict the product of the given reaction. (1) Given the reactants [CH2:1]([N:8]1[C:16]2[C:11](=[CH:12][C:13]([OH:17])=[CH:14][CH:15]=2)[CH2:10][CH2:9]1)[C:2]1[CH:7]=[CH:6][CH:5]=[CH:4][CH:3]=1.[Na].[CH:19]([C:22]1[CH:27]=[CH:26][C:25]([N:28]=[C:29]=[O:30])=[CH:24][CH:23]=1)([CH3:21])[CH3:20], predict the reaction product. The product is: [CH:19]([C:22]1[CH:27]=[CH:26][C:25]([NH:28][C:29](=[O:30])[O:17][C:13]2[CH:12]=[C:11]3[C:16](=[CH:15][CH:14]=2)[N:8]([CH2:1][C:2]2[CH:3]=[CH:4][CH:5]=[CH:6][CH:7]=2)[CH2:9][CH2:10]3)=[CH:24][CH:23]=1)([CH3:21])[CH3:20]. (2) Given the reactants [CH2:1]([O:3][C:4](=[O:15])[CH2:5][C:6]1[CH:11]=[CH:10][CH:9]=[C:8]([N+:12]([O-:14])=[O:13])[CH:7]=1)[CH3:2].[O:16]1[CH2:21][CH2:20][CH:19]([CH:22]=O)[CH2:18][CH2:17]1, predict the reaction product. The product is: [N+:12]([C:8]1[CH:7]=[C:6]([C:5](=[CH:22][CH:19]2[CH2:20][CH2:21][O:16][CH2:17][CH2:18]2)[C:4]([O:3][CH2:1][CH3:2])=[O:15])[CH:11]=[CH:10][CH:9]=1)([O-:14])=[O:13]. (3) Given the reactants [C:1]1([C:7]([C:9]2[N:10]=[C:11]3[CH:16]=[CH:15][C:14]([C:17]([F:20])([F:19])[F:18])=[CH:13][N:12]3[CH:21]=2)=[O:8])[CH:6]=[CH:5][CH:4]=[CH:3][CH:2]=1.[ClH:22].C(OCC)C, predict the reaction product. The product is: [ClH:22].[C:1]1([C:7]([C:9]2[N:10]=[C:11]3[CH:16]=[CH:15][C:14]([C:17]([F:20])([F:18])[F:19])=[CH:13][N:12]3[CH:21]=2)=[O:8])[CH:6]=[CH:5][CH:4]=[CH:3][CH:2]=1. (4) Given the reactants [CH3:1][C:2]1[C:11]([CH3:12])=[CH:10][C:9]([N+:13]([O-])=O)=[C:8]2[C:3]=1[CH:4]=[CH:5][CH:6]=[N:7]2.O.NN, predict the reaction product. The product is: [CH3:1][C:2]1[C:11]([CH3:12])=[CH:10][C:9]([NH2:13])=[C:8]2[C:3]=1[CH:4]=[CH:5][CH:6]=[N:7]2. (5) Given the reactants [Br:1][C:2]1[CH:3]=[C:4]([CH:8]=[C:9]([I:11])[CH:10]=1)[C:5]([OH:7])=[O:6].S(Cl)(Cl)=O.[CH3:16]O, predict the reaction product. The product is: [Br:1][C:2]1[CH:3]=[C:4]([CH:8]=[C:9]([I:11])[CH:10]=1)[C:5]([O:7][CH3:16])=[O:6]. (6) Given the reactants [F-].[CH2:2]([N+](CCCC)(CCCC)CCCC)[CH2:3][CH2:4]C.[F:19][C:20]([Si](C)(C)C)([F:22])[F:21].[O:27]1[CH2:31][CH2:30][CH2:29][CH2:28]1, predict the reaction product. The product is: [CH:30]1([CH:31]([OH:27])[C:20]([F:22])([F:21])[F:19])[CH2:4][CH2:3][CH2:2][CH2:28][CH2:29]1. (7) Given the reactants [CH2:1]([N:3]1[C:12]2[C:7](=[CH:8][C:9]([F:15])=[C:10](F)[C:11]=2[F:13])[C:6](=[O:16])[C:5]([C:17]([OH:19])=[O:18])=[CH:4]1)[CH3:2].[CH:20]1([NH:23][CH2:24][C@@H:25]2[C@H:29]([F:30])[CH2:28][NH:27][CH2:26]2)[CH2:22][CH2:21]1, predict the reaction product. The product is: [CH:20]1([NH:23][CH2:24][C@@H:25]2[C@H:29]([F:30])[CH2:28][N:27]([C:10]3[C:11]([F:13])=[C:12]4[C:7]([C:6](=[O:16])[C:5]([C:17]([OH:19])=[O:18])=[CH:4][N:3]4[CH2:1][CH3:2])=[CH:8][C:9]=3[F:15])[CH2:26]2)[CH2:22][CH2:21]1. (8) Given the reactants Cl.[NH2:2][C:3]([CH2:8][CH2:9][C:10]1[CH:15]=[CH:14][C:13]([O:16][CH2:17][CH2:18][CH2:19][CH2:20][CH2:21][CH2:22][CH3:23])=[C:12]([C:24]([F:27])([F:26])[F:25])[CH:11]=1)([CH2:6][OH:7])[CH2:4][OH:5].C(=O)([O-])O.[Na+].[CH2:33]([O:40][C:41](Cl)=[O:42])[C:34]1[CH:39]=[CH:38][CH:37]=[CH:36][CH:35]=1, predict the reaction product. The product is: [CH2:33]([O:40][C:41](=[O:42])[NH:2][C:3]([CH2:4][OH:5])([CH2:6][OH:7])[CH2:8][CH2:9][C:10]1[CH:15]=[CH:14][C:13]([O:16][CH2:17][CH2:18][CH2:19][CH2:20][CH2:21][CH2:22][CH3:23])=[C:12]([C:24]([F:25])([F:26])[F:27])[CH:11]=1)[C:34]1[CH:39]=[CH:38][CH:37]=[CH:36][CH:35]=1. (9) Given the reactants [CH2:1]([O:8][C:9]([N:11]1[CH2:16][C@H:15]([O:17][CH2:18][C:19]2[CH:20]=[CH:21][C:22]3[O:27][CH2:26][CH2:25][N:24]([CH2:28][CH2:29][CH2:30][O:31][CH3:32])[C:23]=3[CH:33]=2)[C@@H:14]([C:34]2[CH:39]=[CH:38][C:37]([O:40][CH3:41])=[CH:36][CH:35]=2)[CH2:13][C@H:12]1[CH2:42][CH2:43][C:44]([OH:46])=O)=[O:10])C1C=CC=CC=1.[CH3:47][NH:48][CH3:49], predict the reaction product. The product is: [CH2:1]([O:8][C:9]([N:11]1[CH2:16][C@H:15]([O:17][CH2:18][C:19]2[CH:20]=[CH:21][C:22]3[O:27][CH2:26][CH2:25][N:24]([CH2:28][CH2:29][CH2:30][O:31][CH3:32])[C:23]=3[CH:33]=2)[C@@H:14]([C:34]2[CH:39]=[CH:38][C:37]([O:40][CH3:41])=[CH:36][CH:35]=2)[CH2:13][C@H:12]1[CH2:42][CH2:43][C:44](=[O:46])[N:48]([CH3:49])[CH3:47])=[O:10])[C:19]1[CH:20]=[CH:21][CH:22]=[CH:23][CH:33]=1.